This data is from CYP2D6 inhibition data for predicting drug metabolism from PubChem BioAssay. The task is: Regression/Classification. Given a drug SMILES string, predict its absorption, distribution, metabolism, or excretion properties. Task type varies by dataset: regression for continuous measurements (e.g., permeability, clearance, half-life) or binary classification for categorical outcomes (e.g., BBB penetration, CYP inhibition). Dataset: cyp2d6_veith. (1) The drug is COC(=O)[C@@]1(Cc2ccccc2)[C@H]2c3cc(C(=O)N(C)C)n(CCF)c3C[C@H]2CN1C(=O)c1ccccc1. The result is 0 (non-inhibitor). (2) The drug is CCOC(=O)C1CCCN(S(=O)(=O)c2ccccc2)C1. The result is 0 (non-inhibitor). (3) The drug is O=C(c1cc(O)c(O)c([N+](=O)[O-])c1)c1ccccc1F. The result is 0 (non-inhibitor). (4) The compound is CC1(C)CC(=O)C2=C(C1)N(c1ccc(F)cc1)C(N)=C(C#N)C2c1cccs1. The result is 0 (non-inhibitor). (5) The drug is COc1ccc(NC(=O)N2CC[C@@]3(CCCN(C(=O)c4c(C)noc4C)C3)C2)cc1. The result is 0 (non-inhibitor). (6) The molecule is CS(=O)(=O)Nc1cccc(-c2nccc(-n3ccnc3)n2)c1. The result is 1 (inhibitor). (7) The molecule is O=C(c1ccco1)N1CCC2(CCCN(c3ccccc3)C2)CC1. The result is 0 (non-inhibitor). (8) The molecule is O=C(c1cnccn1)N1CCC2(CC1)CN(Cc1ccccc1)C2. The result is 0 (non-inhibitor). (9) The drug is O=C(NCCCN1CCc2ccccc2C1)C1CCN(S(=O)(=O)N2CCCC2)CC1. The result is 1 (inhibitor). (10) The compound is CC(C)[C@H](NC(=O)OC(C)(C)C)[C@@H](O)CC(=O)OC(C)(C)C. The result is 1 (inhibitor).